From a dataset of Merck oncology drug combination screen with 23,052 pairs across 39 cell lines. Regression. Given two drug SMILES strings and cell line genomic features, predict the synergy score measuring deviation from expected non-interaction effect. Drug 1: O=S1(=O)NC2(CN1CC(F)(F)F)C1CCC2Cc2cc(C=CCN3CCC(C(F)(F)F)CC3)ccc2C1. Drug 2: CCC1(O)CC2CN(CCc3c([nH]c4ccccc34)C(C(=O)OC)(c3cc4c(cc3OC)N(C)C3C(O)(C(=O)OC)C(OC(C)=O)C5(CC)C=CCN6CCC43C65)C2)C1. Cell line: UWB1289. Synergy scores: synergy=1.66.